Dataset: Experimentally validated miRNA-target interactions with 360,000+ pairs, plus equal number of negative samples. Task: Binary Classification. Given a miRNA mature sequence and a target amino acid sequence, predict their likelihood of interaction. (1) The miRNA is hsa-miR-21-3p with sequence CAACACCAGUCGAUGGGCUGU. The protein sequence of the target gene is MLSLDFLDDVRRMNKRQLYYQVLNFGMIVSSALMIWKGLMVITGSESPIVVVLSGSMEPAFHRGDLLFLTNRVEDPIRVGEIVVFRIEGREIPIVHRVLKIHEKQNGHIKFLTKGDNNAVDDRGLYKQGQHWLEKKDVVGRARGFVPYIGIVTILMNDYPKFKYAVLFLLGLFVLVHRE. Result: 0 (no interaction). (2) The miRNA is mmu-miR-466q with sequence GUGCACACACACACAUACGU. The protein sequence of the target gene is MMKFRFRRQGADPQREKLKQELFAFHKTVEHGFPNQPSALAFDPELRIMAIGTRSGAVKIYGAPGVEFTGLHRDAATVTQMHFLPGQGRLLTLLDDSSLHLWEIIHHNGCAHLEEGLSFHPPSRPSFDNASFPASLTRVTVVLLVAGNTAALGTESGSIFFLDVATLALLEGQTLSPDVVLRSVPDDYRCGKALGPVESLQGHLQDPSKILIGYSRGLLVIWSQATQSVDNVFLGNQQLESLCWGRDGSSIISSHSDGSYAIWSTDTGSPPTLQPTVVTTPYGPFPCKAINKILWRSCES.... Result: 1 (interaction). (3) The miRNA is hsa-miR-4486 with sequence GCUGGGCGAGGCUGGCA. The protein sequence of the target gene is MAAASSPPRAERKRWGWGRLPGARRGSAGLAKKCPFSLELAEGGPAGGALYAPIAPGAPGPAPPASPAAPAAPPVASDLGPRPPVSLDPRVSIYSTRRPVLARTHVQGRVYNFLERPTGWKCFVYHFAVFLIVLVCLIFSVLSTIEQYAALATGTLFWMEIVLVVFFGTEYVVRLWSAGCRSKYVGLWGRLRFARKPISIIDLIVVVASMVVLCVGSKGQVFATSAIRGIRFLQILRMLHVDRQGGTWRLLGSVVFIHRQELITTLYIGFLGLIFSSYFVYLAEKDAVNESGRVEFGSYA.... Result: 0 (no interaction). (4) The miRNA is hsa-miR-606 with sequence AAACUACUGAAAAUCAAAGAU. The protein sequence of the target gene is MASNVTNKTDPRSMNSRVFIGNLNTLVVKKSDVEAIFSKYGKIVGCSVHKGFAFVQYVNERNARAAVAGEDGRMIAGQVLDINLAAEPKVNRGKAGVKRSAAEMYGSVTEHPSPSPLLSSSFDLDYDFQRDYYDRMYSYPARVPPPPPIARAVVPSKRQRVSGNTSRRGKSGFNSKSGQRGSSKSGKLKGDDLQAIKKELTQIKQKVDSLLENLEKIEKEQSKQAVEMKNDKSEEEQSSSSVKKDETNVKMESEGGADDSAEEGDLLDDDDNEDRGDDQLELIKDDEKEAEEGEDDRDSA.... Result: 1 (interaction). (5) The miRNA is hsa-miR-1236-3p with sequence CCUCUUCCCCUUGUCUCUCCAG. The protein sequence of the target gene is MYGSARTISNLEGSPSRSPRLPRSPRLGHRRTSSGGGGGTGKTLSMENIQSLNAAYATSGPMYLSDHEGVASTTYPKGTMTLGRATNRAVYGGRVTAMGSSPNIASAGLSHTDVLSYTDQHGGLSGSSHHHHHQVPSMLRQVRDSTMLDLQAQLKELQRENDLLRKELDIKDSKLGSSMNSIKTFWSPELKKERVLRKEEAARMSVLKEQMRVSHEENQHLQLTIQALQDELRTQRDLNHLLQQESGNRGAEHFTIELTEENFRRLQAEHDRQAKELFLLRKTLEEMELRIETQKQTLNA.... Result: 0 (no interaction). (6) The miRNA is hsa-miR-502-3p with sequence AAUGCACCUGGGCAAGGAUUCA. The protein sequence of the target gene is MQREEKQLEASLDALLNQVADLKNSLGSFIYKLENEYDRLTWPSVLDSFALLSGQLNTLNKVLKHEKTPLFRNQVIIPLVLSPDRDEDLMRQTEGRVPVFSHEVVPDHLRTKPDPEVEEQEKQLTTDAARIGADAAQKQIQSLNKMCSNLLEKISKEERESESGGLRPNKQTFNPGDTNALVAAVAFGKGLSNWRPSGSSGPGQPGQPGAGTILAGASGLPQVQMPGAPNQQQPMLSGVQMAQAGQPGKMPSGIKTNIKSASMHPYQR. Result: 0 (no interaction). (7) Result: 0 (no interaction). The miRNA is hsa-miR-1252-3p with sequence CAAAUGAGCUUAAUUUCCUUUU. The protein sequence of the target gene is MAQGLIEVERKFLPGPGTEERLQELGGTLEYRVTFRDTYYDTPELSLMQADHWLRRREDSGWELKCPGAAGVLGPHTEYKELTAEPTIVAQLCKVLRADGLGAGDVAAVLGPLGLQEVASFVTKRSAWKLVLLGADEEEPQLRVDLDTADFGYAVGEVEALVHEEAEVPTALEKIHRLSSMLGVPAQETAPAKLIVYLQRFRPQDYQRLLEVNSSRERPQETEDPDHCLG.